Dataset: Forward reaction prediction with 1.9M reactions from USPTO patents (1976-2016). Task: Predict the product of the given reaction. (1) Given the reactants [ClH:1].C([O:4][C:5](=[O:19])[CH2:6][C@@H:7]([NH:15]C(=O)C)[C@H:8]([CH3:14])[C@H:9]([CH3:13])[CH2:10][CH2:11][CH3:12])C, predict the reaction product. The product is: [ClH:1].[NH2:15][C@@H:7]([C@H:8]([CH3:14])[C@H:9]([CH3:13])[CH2:10][CH2:11][CH3:12])[CH2:6][C:5]([OH:19])=[O:4]. (2) Given the reactants [F:1][C:2]1[CH:7]=[CH:6][CH:5]=[CH:4][C:3]=1[C:8]1[CH:13]=[CH:12][C:11]([C:14]([OH:16])=[O:15])=[C:10]([NH:17]N)[CH:9]=1.[C:19]1(=O)[CH2:24][CH2:23][CH2:22][CH2:21][CH2:20]1, predict the reaction product. The product is: [F:1][C:2]1[CH:7]=[CH:6][CH:5]=[CH:4][C:3]=1[C:8]1[CH:13]=[CH:12][C:11]([C:14]([OH:16])=[O:15])=[C:10]2[C:9]=1[C:19]1[CH2:24][CH2:23][CH2:22][CH2:21][C:20]=1[NH:17]2. (3) Given the reactants [C:1]([NH:4][C:5]1[CH:10]=[CH:9][C:8]([NH2:11])=[CH:7][N:6]=1)(=[O:3])[CH3:2].C([O:14][C:15](=O)[C:16](=[CH:19]OCC)[C:17]#[N:18])C, predict the reaction product. The product is: [C:1]([NH:4][C:5]1[N:6]=[C:7]2[C:8](=[CH:9][CH:10]=1)[N:11]=[CH:19][C:16]([C:17]#[N:18])=[C:15]2[OH:14])(=[O:3])[CH3:2]. (4) Given the reactants [Br:1][C:2]1[CH:10]=[C:9]2[C:5]([C:6]([CH2:16][CH2:17][C:18]([O:20]CC)=[O:19])=[C:7]([C:11]([O:13]CC)=[O:12])[NH:8]2)=[CH:4][CH:3]=1.O.O.O.[OH-].[Li+].C(CCC1C2C(=CC(I)=CC=2)NC=1C(O)=O)(O)=O, predict the reaction product. The product is: [C:18]([CH2:17][CH2:16][C:6]1[C:5]2[C:9](=[CH:10][C:2]([Br:1])=[CH:3][CH:4]=2)[NH:8][C:7]=1[C:11]([OH:13])=[O:12])([OH:20])=[O:19]. (5) Given the reactants [F:1][C:2]1[CH:7]=[C:6]([F:8])[CH:5]=[CH:4][C:3]=1[CH:9](O)[CH:10]([CH2:14][C:15]1[CH:20]=[CH:19][C:18]([C:21]([F:24])([F:23])[F:22])=[CH:17][CH:16]=1)C(O)=O.C1(P(N=[N+]=[N-])(C2C=CC=CC=2)=[O:33])C=CC=CC=1.C([N:45]([CH2:48]C)CC)C.[OH2:50], predict the reaction product. The product is: [F:1][C:2]1[CH:7]=[C:6]([F:8])[CH:5]=[CH:4][C:3]=1[CH:9]1[O:50][C:48](=[O:33])[NH:45][CH:10]1[CH2:14][C:15]1[CH:16]=[CH:17][C:18]([C:21]([F:23])([F:24])[F:22])=[CH:19][CH:20]=1.